From a dataset of Full USPTO retrosynthesis dataset with 1.9M reactions from patents (1976-2016). Predict the reactants needed to synthesize the given product. (1) Given the product [CH2:20]([O:19][C:17](=[O:18])[CH:16]([O:8][C:5]1[CH:6]=[CH:7][C:2]([Cl:1])=[CH:3][CH:4]=1)[CH3:22])[CH3:21], predict the reactants needed to synthesize it. The reactants are: [Cl:1][C:2]1[CH:7]=[CH:6][C:5]([OH:8])=[CH:4][CH:3]=1.C([O-])([O-])=O.[Cs+].[Cs+].Br[CH:16]([CH3:22])[C:17]([O:19][CH2:20][CH3:21])=[O:18]. (2) The reactants are: [O:1]([C:8]1[CH:13]=[CH:12][C:11]([C:14]2[C:15]([NH2:20])=[N:16][CH:17]=[CH:18][N:19]=2)=[CH:10][CH:9]=1)[C:2]1[CH:7]=[CH:6][CH:5]=[CH:4][CH:3]=1.[H-].[Na+].Cl[CH2:24][CH2:25][S:26](Cl)(=[O:28])=[O:27].O. Given the product [O:1]([C:8]1[CH:9]=[CH:10][C:11]([C:14]2[C:15]3=[N:20][S:26](=[O:28])(=[O:27])[CH2:25][CH2:24][N:16]3[CH:17]=[CH:18][N:19]=2)=[CH:12][CH:13]=1)[C:2]1[CH:3]=[CH:4][CH:5]=[CH:6][CH:7]=1, predict the reactants needed to synthesize it.